This data is from Reaction yield outcomes from USPTO patents with 853,638 reactions. The task is: Predict the reaction yield, written as a fraction of the theoretical maximum amount of product (1.0 means a 100% yield; for example, 0.34 means a 34% yield). (1) The reactants are [NH2:1][C:2]1[CH:7]=[CH:6][C:5]([CH3:8])=[CH:4][N:3]=1.[Al](Cl)(C)C.[F:13][CH:14]([F:40])[C:15]1[O:16][C:17]2[CH:23]=[C:22]([C:24](OCC)=[O:25])[CH:21]=[C:20]([O:29][C:30]3[CH:35]=[CH:34][C:33]([S:36]([CH3:39])(=[O:38])=[O:37])=[CH:32][CH:31]=3)[C:18]=2[CH:19]=1. The catalyst is ClCCCl. The product is [F:40][CH:14]([F:13])[C:15]1[O:16][C:17]2[CH:23]=[C:22]([C:24]([NH:1][C:2]3[CH:7]=[CH:6][C:5]([CH3:8])=[CH:4][N:3]=3)=[O:25])[CH:21]=[C:20]([O:29][C:30]3[CH:31]=[CH:32][C:33]([S:36]([CH3:39])(=[O:37])=[O:38])=[CH:34][CH:35]=3)[C:18]=2[CH:19]=1. The yield is 0.800. (2) The reactants are [F:1][C:2]([F:23])([F:22])[C:3]1[CH:4]=[C:5]([NH:9][C:10]2[O:14][C:13]([C:15]3[CH:20]=[CH:19][C:18]([OH:21])=[CH:17][CH:16]=3)=[N:12][N:11]=2)[CH:6]=[CH:7][CH:8]=1.Br[C:25]1[CH:26]=[N:27][CH:28]=[N:29][CH:30]=1.C([O-])([O-])=O.[K+].[K+]. The catalyst is CN(C=O)C.CO. The product is [N:27]1[CH:26]=[C:25]([O:21][C:18]2[CH:19]=[CH:20][C:15]([C:13]3[O:14][C:10]([NH:9][C:5]4[CH:6]=[CH:7][CH:8]=[C:3]([C:2]([F:22])([F:1])[F:23])[CH:4]=4)=[N:11][N:12]=3)=[CH:16][CH:17]=2)[CH:30]=[N:29][CH:28]=1. The yield is 0.435. (3) The reactants are Cl[CH2:2][CH2:3][NH:4][C:5]([C:7]1[CH:8]=[N:9][N:10]2[CH:15]=[CH:14][C:13]([N:16]3[CH2:20][CH2:19][CH2:18][C@@H:17]3[C:21]3[C:22](=[O:28])[NH:23][CH:24]=[C:25]([F:27])[CH:26]=3)=[N:12][C:11]=12)=[O:6].C([O-])([O-])=O.[Cs+].[Cs+]. The catalyst is CN(C=O)C. The product is [F:27][C:25]1[CH:26]=[C:21]2[C:22](=[N:23][CH:24]=1)[O:28][CH2:2][CH2:3][NH:4][C:5](=[O:6])[C:7]1=[C:11]3[N:12]=[C:13]([CH:14]=[CH:15][N:10]3[N:9]=[CH:8]1)[N:16]1[C@@H:17]2[CH2:18][CH2:19][CH2:20]1. The yield is 0.240. (4) The yield is 0.460. The product is [Cl:17][C:18]1[CH:19]=[C:20]2[C:24](=[CH:25][CH:26]=1)[NH:23][C:22](=[O:27])[C:21]2=[CH:28][NH:14][C:11]1[CH:10]=[CH:9][C:8]([O:7][CH2:6][CH2:5][CH2:4][N:3]([CH2:1][CH3:2])[CH2:15][CH3:16])=[CH:13][CH:12]=1. The reactants are [CH2:1]([N:3]([CH2:15][CH3:16])[CH2:4][CH2:5][CH2:6][O:7][C:8]1[CH:13]=[CH:12][C:11]([NH2:14])=[CH:10][CH:9]=1)[CH3:2].[Cl:17][C:18]1[CH:19]=[C:20]2[C:24](=[CH:25][CH:26]=1)[NH:23][C:22](=[O:27])[C:21]2=[CH:28]O. No catalyst specified. (5) The reactants are [H-].[Al+3].[Li+].[H-].[H-].[H-].[Br:7][C:8]1[CH:13]=[CH:12][C:11]([NH:14][C:15](=O)[CH3:16])=[CH:10][CH:9]=1.[OH-].[Na+].S([O-])([O-])(=O)=O.[Na+].[Na+]. The catalyst is O1CCCC1.O. The product is [Br:7][C:8]1[CH:13]=[CH:12][C:11]([NH:14][CH2:15][CH3:16])=[CH:10][CH:9]=1. The yield is 0.950. (6) The reactants are [Cl:1][C:2]1[N:7]=[CH:6][C:5]([NH:8][CH3:9])=[C:4]([C:10]2[C:11]([CH3:16])=[N:12][CH:13]=[CH:14][CH:15]=2)[CH:3]=1.C([Li])CCC.[F:22][C:23]([F:41])([F:40])[C:24]1[CH:25]=[C:26]([C:34]([CH3:39])([CH3:38])[C:35](Cl)=[O:36])[CH:27]=[C:28]([C:30]([F:33])([F:32])[F:31])[CH:29]=1.[OH-].[Na+]. The catalyst is C1COCC1. The product is [F:33][C:30]([F:31])([F:32])[C:28]1[CH:27]=[C:26]([C:34]([CH3:38])([CH3:39])[C:35]([N:8]([C:5]2[CH:6]=[N:7][C:2]([Cl:1])=[CH:3][C:4]=2[C:10]2[C:11]([CH3:16])=[N:12][CH:13]=[CH:14][CH:15]=2)[CH3:9])=[O:36])[CH:25]=[C:24]([C:23]([F:40])([F:22])[F:41])[CH:29]=1. The yield is 0.730. (7) The reactants are [Br:1][C:2]1[CH:3]=[C:4]([N+:13]([O-])=O)[C:5]([CH3:12])=[C:6]([CH:11]=1)[C:7]([O:9][CH3:10])=[O:8].[Cl-].[NH4+]. The catalyst is C(O)C.C(=O)(O)[O-].[Fe]. The product is [NH2:13][C:4]1[C:5]([CH3:12])=[C:6]([CH:11]=[C:2]([Br:1])[CH:3]=1)[C:7]([O:9][CH3:10])=[O:8]. The yield is 0.894.